This data is from Reaction yield outcomes from USPTO patents with 853,638 reactions. The task is: Predict the reaction yield, written as a fraction of the theoretical maximum amount of product (1.0 means a 100% yield; for example, 0.34 means a 34% yield). (1) The reactants are Cl.[F:2][C:3]([F:35])([F:34])[C:4]1[CH:5]=[C:6]([C@@H:14]([N:16]([CH3:33])[C:17]([C@H:19]2[CH2:24][CH2:23][NH:22][CH2:21][C@@H:20]2[C:25]2[CH:30]=[CH:29][C:28]([F:31])=[CH:27][C:26]=2[CH3:32])=[O:18])[CH3:15])[CH:7]=[C:8]([C:10]([F:13])([F:12])[F:11])[CH:9]=1.[N:36]1[CH:41]=[C:40]([C:42](O)=[O:43])[CH:39]=[N:38][CH:37]=1.CCN=C=NCCCN(C)C.Cl.C1C=CC2N(O)N=NC=2C=1. The catalyst is C1COCC1.O.CCN(CC)CC. The product is [F:35][C:3]([F:2])([F:34])[C:4]1[CH:5]=[C:6]([C@@H:14]([N:16]([CH3:33])[C:17]([C@H:19]2[CH2:24][CH2:23][N:22]([C:42]([C:40]3[CH:41]=[N:36][CH:37]=[N:38][CH:39]=3)=[O:43])[CH2:21][C@@H:20]2[C:25]2[CH:30]=[CH:29][C:28]([F:31])=[CH:27][C:26]=2[CH3:32])=[O:18])[CH3:15])[CH:7]=[C:8]([C:10]([F:12])([F:13])[F:11])[CH:9]=1. The yield is 0.810. (2) The reactants are Br[C:2]1[CH:7]=[CH:6][CH:5]=[CH:4][C:3]=1[P:8]([C:15]1[CH:20]=[CH:19][CH:18]=[CH:17][CH:16]=1)[C:9]1[CH:14]=[CH:13][CH:12]=[CH:11][CH:10]=1.[Li]CCCC.[C:26](Cl)(=[O:31])[C:27]([CH3:30])([CH3:29])[CH3:28]. The catalyst is C1COCC1. The product is [C:27]([C:26]([C:2]1[CH:7]=[CH:6][CH:5]=[CH:4][C:3]=1[P:8]([C:15]1[CH:20]=[CH:19][CH:18]=[CH:17][CH:16]=1)[C:9]1[CH:14]=[CH:13][CH:12]=[CH:11][CH:10]=1)=[O:31])([CH3:30])([CH3:29])[CH3:28]. The yield is 0.780. (3) The reactants are Br[C:2]1[CH:7]=[CH:6][C:5]([O:8][CH3:9])=[CH:4][CH:3]=1.[Li]CCCC.[C:15]1([C:21]2[S:25][C:24]([CH:26]=[O:27])=[CH:23][CH:22]=2)[CH:20]=[CH:19][CH:18]=[CH:17][CH:16]=1. The catalyst is C1COCC1. The product is [CH3:9][O:8][C:5]1[CH:6]=[CH:7][C:2]([CH:26]([C:24]2[S:25][C:21]([C:15]3[CH:16]=[CH:17][CH:18]=[CH:19][CH:20]=3)=[CH:22][CH:23]=2)[OH:27])=[CH:3][CH:4]=1. The yield is 0.680. (4) The product is [Br:30][C:31]1[CH:36]=[CH:35][C:34]([N:15]([C:12]2[C:11]3[C:6]([C:5]4[CH:4]=[CH:3][CH:2]=[CH:1][C:14]=4[CH:13]=2)=[CH:7][CH:8]=[CH:9][CH:10]=3)[C:16]2[C:17]3[C:22]([C:23]4[CH:24]=[CH:25][CH:26]=[CH:27][C:28]=4[CH:29]=2)=[CH:21][CH:20]=[CH:19][CH:18]=3)=[CH:33][CH:32]=1. The yield is 0.440. The catalyst is C1(C)C=CC=CC=1.C1C=CC(/C=C/C(/C=C/C2C=CC=CC=2)=O)=CC=1.C1C=CC(/C=C/C(/C=C/C2C=CC=CC=2)=O)=CC=1.C1C=CC(/C=C/C(/C=C/C2C=CC=CC=2)=O)=CC=1.[Pd].[Pd]. The reactants are [CH:1]1[C:14]2[CH:13]=[C:12]([NH:15][C:16]3[C:17]4[C:22]([C:23]5[CH:24]=[CH:25][CH:26]=[CH:27][C:28]=5[CH:29]=3)=[CH:21][CH:20]=[CH:19][CH:18]=4)[C:11]3[C:6](=[CH:7][CH:8]=[CH:9][CH:10]=3)[C:5]=2[CH:4]=[CH:3][CH:2]=1.[Br:30][C:31]1[CH:36]=[CH:35][C:34](Br)=[CH:33][CH:32]=1.CC(C)([O-])C.[Na+]. (5) The reactants are Cl[C:2]1[CH:7]=[C:6]([C:8]2[CH:13]=[CH:12][CH:11]=[C:10]([C:14]#[C:15][C@:16]3([OH:23])[CH2:20][CH2:19][N:18]([CH3:21])[C:17]3=[O:22])[CH:9]=2)[N:5]=[C:4]([C:24]([O:26][CH2:27][CH3:28])=[O:25])[CH:3]=1.[CH3:29][C:30]1[N:35]=[CH:34][C:33](B(O)O)=[CH:32][CH:31]=1. No catalyst specified. The product is [OH:23][C@@:16]1([C:15]#[C:14][C:10]2[CH:9]=[C:8]([C:6]3[N:5]=[C:4]([C:24]([O:26][CH2:27][CH3:28])=[O:25])[CH:3]=[C:2]([C:33]4[CH:34]=[N:35][C:30]([CH3:29])=[CH:31][CH:32]=4)[CH:7]=3)[CH:13]=[CH:12][CH:11]=2)[CH2:20][CH2:19][N:18]([CH3:21])[C:17]1=[O:22]. The yield is 0.420.